From a dataset of Reaction yield outcomes from USPTO patents with 853,638 reactions. Predict the reaction yield, written as a fraction of the theoretical maximum amount of product (1.0 means a 100% yield; for example, 0.34 means a 34% yield). (1) The reactants are Cl.[S:2]([N:12]1[C:16]2=[N:17][CH:18]=[C:19]([C:21]([O:23]C)=[O:22])[N:20]=[C:15]2[CH:14]=[CH:13]1)([C:5]1[CH:11]=[CH:10][C:8]([CH3:9])=[CH:7][CH:6]=1)(=[O:4])=[O:3]. The catalyst is O1CCOCC1. The product is [S:2]([N:12]1[C:16]2=[N:17][CH:18]=[C:19]([C:21]([OH:23])=[O:22])[N:20]=[C:15]2[CH:14]=[CH:13]1)([C:5]1[CH:6]=[CH:7][C:8]([CH3:9])=[CH:10][CH:11]=1)(=[O:4])=[O:3]. The yield is 0.850. (2) The reactants are [C:1]([C:5]1[CH:10]=[C:9](Br)[C:8]([N+:12]([O-:14])=[O:13])=[CH:7][C:6]=1[O:15][CH3:16])([CH3:4])([CH3:3])[CH3:2].[F-:17].[K+].[K+].[Br-].Cl[C:22]([F:28])([F:27])C(OC)=O. The catalyst is CN(C=O)C.O.[Cu]I. The product is [C:1]([C:5]1[CH:10]=[C:9]([C:22]([F:28])([F:17])[F:27])[C:8]([N+:12]([O-:14])=[O:13])=[CH:7][C:6]=1[O:15][CH3:16])([CH3:4])([CH3:3])[CH3:2]. The yield is 0.610. (3) The reactants are [Cl:1][C:2]1[CH:3]=[C:4]([C:8]2[CH:16]=[CH:15][CH:14]=[C:13]3[C:9]=2[CH2:10][C:11](=[O:17])[NH:12]3)[CH:5]=[CH:6][CH:7]=1.[CH3:18][C:19]1[C:23]([C:24]([N:26]2[CH2:31][CH2:30][N:29]([CH3:32])[CH2:28][CH2:27]2)=[O:25])=[C:22]([CH3:33])[NH:21][C:20]=1[CH:34]=O. The catalyst is C(O)C.N1CCCCC1. The product is [CH3:18][C:19]1[C:23]([C:24]([N:26]2[CH2:27][CH2:28][N:29]([CH3:32])[CH2:30][CH2:31]2)=[O:25])=[C:22]([CH3:33])[NH:21][C:20]=1[CH:34]=[C:10]1[C:9]2[C:13](=[CH:14][CH:15]=[CH:16][C:8]=2[C:4]2[CH:5]=[CH:6][CH:7]=[C:2]([Cl:1])[CH:3]=2)[NH:12][C:11]1=[O:17]. The yield is 0.510. (4) The product is [CH3:13][O:12][C:1](=[O:11])[CH2:2][CH2:3][CH2:4][CH2:5][CH2:6][CH2:7][C:8](=[O:10])[NH:51][O:50][CH:48]([O:47][CH2:43][CH:44]([CH3:46])[CH3:45])[CH3:49]. The reactants are [C:1]([O:12][CH3:13])(=[O:11])[CH2:2][CH2:3][CH2:4][CH2:5][CH2:6][CH2:7][C:8]([O-:10])=O.CCN=C=NCCCN(C)C.Cl.C1C=CC2N(O)N=NC=2C=1.C(N(CC)CC)C.[CH2:43]([O:47][CH:48]([O:50][NH2:51])[CH3:49])[CH:44]([CH3:46])[CH3:45]. The catalyst is C1COCC1.C(Cl)Cl. The yield is 0.910. (5) The reactants are [Cl:1][C:2]1[N:3]=[C:4]([C:9]([NH:11][C:12]2[CH:17]=[CH:16][C:15]([C:18]3[S:19][C:20]([C:24]([O:26]CC)=[O:25])=[C:21]([CH3:23])[N:22]=3)=[CH:14][CH:13]=2)=[O:10])[NH:5][C:6]=1[CH2:7][CH3:8].[OH-].[Li+].CO. The catalyst is ClCCl. The product is [Cl:1][C:2]1[N:3]=[C:4]([C:9]([NH:11][C:12]2[CH:17]=[CH:16][C:15]([C:18]3[S:19][C:20]([C:24]([OH:26])=[O:25])=[C:21]([CH3:23])[N:22]=3)=[CH:14][CH:13]=2)=[O:10])[NH:5][C:6]=1[CH2:7][CH3:8]. The yield is 0.770.